Dataset: Peptide-MHC class I binding affinity with 185,985 pairs from IEDB/IMGT. Task: Regression. Given a peptide amino acid sequence and an MHC pseudo amino acid sequence, predict their binding affinity value. This is MHC class I binding data. (1) The binding affinity (normalized) is 0. The peptide sequence is NRSGSQQWR. The MHC is HLA-A31:01 with pseudo-sequence HLA-A31:01. (2) The peptide sequence is VVDKYFDCY. The MHC is HLA-A02:01 with pseudo-sequence HLA-A02:01. The binding affinity (normalized) is 0.0847. (3) The binding affinity (normalized) is 0.0847. The MHC is HLA-B07:02 with pseudo-sequence HLA-B07:02. The peptide sequence is YLDFGGPEG. (4) The peptide sequence is EEFGSKSG. The MHC is Mamu-B08 with pseudo-sequence Mamu-B08. The binding affinity (normalized) is 0. (5) The binding affinity (normalized) is 0.269. The MHC is HLA-A31:01 with pseudo-sequence HLA-A31:01. The peptide sequence is ALVEICTEMEK. (6) The peptide sequence is GLYPAQIKA. The MHC is HLA-A02:12 with pseudo-sequence HLA-A02:12. The binding affinity (normalized) is 0.553. (7) The peptide sequence is KYMDNELVY. The MHC is HLA-A24:02 with pseudo-sequence HLA-A24:02. The binding affinity (normalized) is 0.493. (8) The peptide sequence is NSNINVINY. The MHC is HLA-A80:01 with pseudo-sequence HLA-A80:01. The binding affinity (normalized) is 0.0847. (9) The peptide sequence is KRFNITVSK. The MHC is HLA-A11:01 with pseudo-sequence HLA-A11:01. The binding affinity (normalized) is 0.273. (10) The peptide sequence is SPLTLLIKTL. The MHC is HLA-B51:01 with pseudo-sequence HLA-B51:01. The binding affinity (normalized) is 0.